This data is from Catalyst prediction with 721,799 reactions and 888 catalyst types from USPTO. The task is: Predict which catalyst facilitates the given reaction. (1) Reactant: Cl[C:2]1[N:10]=[C:9]([Cl:11])[CH:8]=[CH:7][C:3]=1[C:4]([OH:6])=[O:5].[CH2:12]([NH2:14])[CH3:13]. Product: [CH2:12]([NH:14][C:2]1[N:10]=[C:9]([Cl:11])[CH:8]=[CH:7][C:3]=1[C:4]([OH:6])=[O:5])[CH3:13]. The catalyst class is: 6. (2) Reactant: C[O:2][C:3](=[O:48])[C@@H:4]([NH:17][C:18](=[O:47])[CH2:19][NH:20][C:21]([C:23]1[CH:46]=[CH:45][C:26]2[N:27]([CH3:44])[C:28]([NH:30][C:31]3[S:32][C:33]4[CH:39]=[C:38]([C:40]([F:43])([F:42])[F:41])[CH:37]=[CH:36][C:34]=4[N:35]=3)=[N:29][C:25]=2[CH:24]=1)=[O:22])[CH2:5][CH2:6][CH2:7][CH2:8][NH:9][C:10]([O:12][C:13]([CH3:16])([CH3:15])[CH3:14])=[O:11].[OH-].[Na+]. Product: [C:13]([O:12][C:10]([NH:9][CH2:8][CH2:7][CH2:6][CH2:5][C@H:4]([NH:17][C:18](=[O:47])[CH2:19][NH:20][C:21]([C:23]1[CH:46]=[CH:45][C:26]2[N:27]([CH3:44])[C:28]([NH:30][C:31]3[S:32][C:33]4[CH:39]=[C:38]([C:40]([F:42])([F:41])[F:43])[CH:37]=[CH:36][C:34]=4[N:35]=3)=[N:29][C:25]=2[CH:24]=1)=[O:22])[C:3]([OH:48])=[O:2])=[O:11])([CH3:16])([CH3:14])[CH3:15]. The catalyst class is: 92.